This data is from Forward reaction prediction with 1.9M reactions from USPTO patents (1976-2016). The task is: Predict the product of the given reaction. Given the reactants I[C:2]1[S:3][CH:4]=[CH:5][CH:6]=1.[OH-].[K+].[F:9][C:10]1[CH:15]=[CH:14][C:13]([SH:16])=[CH:12][CH:11]=1.Cl, predict the reaction product. The product is: [F:9][C:10]1[CH:15]=[CH:14][C:13]([S:16][C:2]2[S:3][CH:4]=[CH:5][CH:6]=2)=[CH:12][CH:11]=1.